The task is: Predict the reactants needed to synthesize the given product.. This data is from Full USPTO retrosynthesis dataset with 1.9M reactions from patents (1976-2016). (1) Given the product [Cl:43][C:42]1[C:37]([N:34]2[C:30]3[N:31]=[CH:32][N:33]=[C:28]([O:26][C@@H:15]([CH2:14][O:13][CH2:11][CH3:12])[C:16]([NH:18][C:19]4[CH:24]=[N:23][C:22]([CH3:25])=[CH:21][N:20]=4)=[O:17])[C:29]=3[CH:36]=[N:35]2)=[N:38][CH:39]=[CH:40][CH:41]=1, predict the reactants needed to synthesize it. The reactants are: C[Si]([N-][Si](C)(C)C)(C)C.[Li+].[CH2:11]([O:13][CH2:14][C@H:15]([OH:26])[C:16]([NH:18][C:19]1[CH:24]=[N:23][C:22]([CH3:25])=[CH:21][N:20]=1)=[O:17])[CH3:12].Cl[C:28]1[N:33]=[CH:32][N:31]=[C:30]2[N:34]([C:37]3[C:42]([Cl:43])=[CH:41][CH:40]=[CH:39][N:38]=3)[N:35]=[CH:36][C:29]=12. (2) Given the product [F:34][C:4]1[CH:3]=[C:2]([S:42][C:39]2[CH:40]=[CH:41][C:36]([CH3:35])=[CH:37][CH:38]=2)[CH:7]=[CH:6][C:5]=1[C:8]1[CH:13]=[CH:12][C:11]([CH2:14][CH2:15][C:16]2([CH2:22][O:23][P:24]([C:30]([CH3:33])([CH3:32])[CH3:31])([C:26]([CH3:29])([CH3:28])[CH3:27])=[O:25])[CH2:20][O:19][C:18]([CH3:21])=[N:17]2)=[CH:10][CH:9]=1, predict the reactants needed to synthesize it. The reactants are: Br[C:2]1[CH:7]=[CH:6][C:5]([C:8]2[CH:13]=[CH:12][C:11]([CH2:14][CH2:15][C:16]3([CH2:22][O:23][P:24]([C:30]([CH3:33])([CH3:32])[CH3:31])([C:26]([CH3:29])([CH3:28])[CH3:27])=[O:25])[CH2:20][O:19][C:18]([CH3:21])=[N:17]3)=[CH:10][CH:9]=2)=[C:4]([F:34])[CH:3]=1.[CH3:35][C:36]1[CH:41]=[CH:40][C:39]([SH:42])=[CH:38][CH:37]=1.C(N(C(C)C)CC)(C)C.C1(P(C2C=CC=CC=2)C2C3OC4C(=CC=CC=4P(C4C=CC=CC=4)C4C=CC=CC=4)C(C)(C)C=3C=CC=2)C=CC=CC=1. (3) Given the product [CH3:31][S:32]([NH:38][C:2]([CH3:30])([CH3:29])[CH2:3][N:4]1[CH2:12][C:11]2[C:6](=[CH:7][CH:8]=[C:9]([C:14]3[N:15]=[N:16][N:17]([C:20]4[CH:25]=[CH:24][C:23]([F:26])=[CH:22][C:21]=4[F:27])[C:18]=3[CH3:19])[CH:10]=2)[C:5]1=[O:28])(=[O:34])=[O:33], predict the reactants needed to synthesize it. The reactants are: O[C:2]([CH3:30])([CH3:29])[CH2:3][N:4]1[CH:12](C)[C:11]2[C:6](=[CH:7][CH:8]=[C:9]([C:14]3[N:15]=[N:16][N:17]([C:20]4[CH:25]=[CH:24][C:23]([F:26])=[CH:22][C:21]=4[F:27])[C:18]=3[CH3:19])[CH:10]=2)[C:5]1=[O:28].[CH3:31][S:32](Cl)(=[O:34])=[O:33].C([N:38](CC)CC)C. (4) Given the product [CH2:27]([C:25]1[NH:24][C:13]2[N:14]=[C:15]([CH2:17][C:18]3[CH:19]=[N:20][CH:21]=[CH:22][CH:23]=3)[N:16]=[C:11]([O:9][C:5]3[CH:4]=[N:3][CH:8]=[CH:7][CH:6]=3)[C:12]=2[CH:26]=1)[CH3:28], predict the reactants needed to synthesize it. The reactants are: [H-].[Na+].[N:3]1[CH:8]=[CH:7][CH:6]=[C:5]([OH:9])[CH:4]=1.Cl[C:11]1[C:12]2[CH:26]=[C:25]([CH2:27][CH3:28])[NH:24][C:13]=2[N:14]=[C:15]([CH2:17][C:18]2[CH:19]=[N:20][CH:21]=[CH:22][CH:23]=2)[N:16]=1. (5) Given the product [CH2:11]([NH:10][C:9]1[CH:8]=[C:7]([N:18]2[CH2:19][CH2:20][N:21]([CH3:24])[CH2:22][CH2:23]2)[N:6]=[CH:5][C:4]=1[CH2:3][OH:2])[C:12]1[CH:17]=[CH:16][CH:15]=[CH:14][CH:13]=1, predict the reactants needed to synthesize it. The reactants are: C[O:2][C:3](=O)[C:4]1[C:9]([NH:10][CH2:11][C:12]2[CH:17]=[CH:16][CH:15]=[CH:14][CH:13]=2)=[CH:8][C:7]([N:18]2[CH2:23][CH2:22][N:21]([CH3:24])[CH2:20][CH2:19]2)=[N:6][CH:5]=1.[H-].[H-].[H-].[H-].[Li+].[Al+3]. (6) Given the product [N:9]1([C:13]([C:15]2[N:16]=[CH:17][C:18]([O:21][C:22]3[CH:23]=[C:24]([CH:28]=[C:29]([O:31][C@H:32]([CH3:36])[CH2:33][O:34][CH3:35])[CH:30]=3)[C:25]([NH:37][C:38]3[CH:43]=[N:42][C:41]([CH3:44])=[CH:40][N:39]=3)=[O:27])=[N:19][CH:20]=2)=[O:14])[CH2:12][CH2:11][CH2:10]1, predict the reactants needed to synthesize it. The reactants are: ClC(N(C)C)=C(C)C.[N:9]1([C:13]([C:15]2[N:16]=[CH:17][C:18]([O:21][C:22]3[CH:23]=[C:24]([CH:28]=[C:29]([O:31][C@H:32]([CH3:36])[CH2:33][O:34][CH3:35])[CH:30]=3)[C:25]([OH:27])=O)=[N:19][CH:20]=2)=[O:14])[CH2:12][CH2:11][CH2:10]1.[NH2:37][C:38]1[CH:43]=[N:42][C:41]([CH3:44])=[CH:40][N:39]=1.N1C=CC=CC=1.